Dataset: Cav3 T-type calcium channel HTS with 100,875 compounds. Task: Binary Classification. Given a drug SMILES string, predict its activity (active/inactive) in a high-throughput screening assay against a specified biological target. The drug is s1c(CN(C(c2n(nnn2)C(CC)(C)C)c2ccc(cc2)C)Cc2occc2)ccc1. The result is 1 (active).